This data is from Reaction yield outcomes from USPTO patents with 853,638 reactions. The task is: Predict the reaction yield, written as a fraction of the theoretical maximum amount of product (1.0 means a 100% yield; for example, 0.34 means a 34% yield). (1) The reactants are [CH3:1][C:2]([CH3:19])([CH3:18])[C:3](=[O:17])[CH2:4][NH:5][C:6](=O)[C:7]1[CH:12]=[CH:11][CH:10]=[CH:9][C:8]=1[N+:13]([O-:15])=[O:14]. The catalyst is O=P(Cl)(Cl)Cl. The product is [C:2]([C:3]1[O:17][C:6]([C:7]2[CH:12]=[CH:11][CH:10]=[CH:9][C:8]=2[N+:13]([O-:15])=[O:14])=[N:5][CH:4]=1)([CH3:19])([CH3:18])[CH3:1]. The yield is 0.990. (2) The reactants are [CH3:1][C:2]1[O:3][C:4]([C:7]2[CH:8]=[CH:9][C:10]3[O:14][CH:13]=[C:12]([C:15]4[CH:16]=[N:17][NH:18][CH:19]=4)[C:11]=3[CH:20]=2)=[N:5][N:6]=1.[F:21][C:22]([F:32])([F:31])[C:23]1[CH:30]=[CH:29][CH:28]=[CH:27][C:24]=1[CH2:25]Br. No catalyst specified. The product is [CH3:1][C:2]1[O:3][C:4]([C:7]2[CH:8]=[CH:9][C:10]3[O:14][CH:13]=[C:12]([C:15]4[CH:19]=[N:18][N:17]([CH2:25][C:24]5[CH:27]=[CH:28][CH:29]=[CH:30][C:23]=5[C:22]([F:21])([F:31])[F:32])[CH:16]=4)[C:11]=3[CH:20]=2)=[N:5][N:6]=1. The yield is 0.920. (3) The product is [NH2:1][CH:4]1[CH2:10][C:9]([CH3:12])([CH3:11])[CH2:8][N:7]([S:13]([C:16]2[CH:21]=[CH:20][CH:19]=[CH:18][N:17]=2)(=[O:15])=[O:14])[CH2:6][CH:5]1[OH:22]. The yield is 0.450. The reactants are [N:1]([CH:4]1[CH2:10][C:9]([CH3:12])([CH3:11])[CH2:8][N:7]([S:13]([C:16]2[CH:21]=[CH:20][CH:19]=[CH:18][N:17]=2)(=[O:15])=[O:14])[CH2:6][CH:5]1[OH:22])=[N+]=[N-].C1C=CC(P(C2C=CC=CC=2)C2C=CC=CC=2)=CC=1. The catalyst is C1COCC1.O. (4) No catalyst specified. The product is [N:1]1([C:10]2[S:14][C:13]([C:15]([O:17][CH3:18])=[O:16])=[C:12]([O:19][CH2:22][C:21]#[CH:20])[CH:11]=2)[C:5]2[CH:6]=[CH:7][CH:8]=[CH:9][C:4]=2[N:3]=[CH:2]1. The yield is 0.740. The reactants are [N:1]1([C:10]2[S:14][C:13]([C:15]([O:17][CH3:18])=[O:16])=[C:12]([OH:19])[CH:11]=2)[C:5]2[CH:6]=[CH:7][CH:8]=[CH:9][C:4]=2[N:3]=[CH:2]1.[CH2:20](Br)[C:21]#[CH:22]. (5) No catalyst specified. The reactants are Cl[C:2]1[N:3]=[C:4]([OH:12])[C:5]2[CH:11]=[CH:10][N:9]=[CH:8][C:6]=2[N:7]=1.[CH3:13][O:14][CH:15]([C:17]1[CH:22]=[CH:21][C:20]([N:23]([CH3:31])[C:24]2[CH:29]=[CH:28][C:27]([OH:30])=[CH:26][CH:25]=2)=[CH:19][CH:18]=1)[CH3:16]. The product is [CH3:13][O:14][CH:15]([C:17]1[CH:22]=[CH:21][C:20]([N:23]([CH3:31])[C:24]2[CH:25]=[CH:26][C:27]([O:30][C:2]3[N:3]=[C:4]([OH:12])[C:5]4[CH:11]=[CH:10][N:9]=[CH:8][C:6]=4[N:7]=3)=[CH:28][CH:29]=2)=[CH:19][CH:18]=1)[CH3:16]. The yield is 0.230. (6) The reactants are C(OCC)(=O)C.C[Si]([N-][Si](C)(C)C)(C)C.[Li+].C([O:21][C:22](=[O:32])[CH2:23][CH:24]([CH2:28][CH:29]([CH3:31])[CH3:30])[C:25](O)=O)(C)(C)C. The catalyst is C1COCC1. The product is [CH2:28]([CH:24]1[CH2:25][O:32][C:22](=[O:21])[CH2:23]1)[CH:29]([CH3:30])[CH3:31]. The yield is 0.410.